This data is from Drug-target binding data from BindingDB using IC50 measurements. The task is: Regression. Given a target protein amino acid sequence and a drug SMILES string, predict the binding affinity score between them. We predict pIC50 (pIC50 = -log10(IC50 in M); higher means more potent). Dataset: bindingdb_ic50. (1) The compound is CCCCCCS(=O)CC(=O)C(F)(F)F. The target protein (Q29550) has sequence MWLLPLVLTSLASSATWAGQPASPPVVDTAQGRVLGKYVSLEGLAQPVAVFLGVPFAKPPLGSLRFAPPQPAEPWSFVKNTTSYPPMCCQDPVVEQMTSDLFTNGKERLTLEFSEDCLYLNIYTPADLTKRGRLPVMVWIHGGGLVLGGAPMYDGVVLAAHENVVVVAIQYRLGIWGFFSTGDEHSRGNWGHLDQVAALHWVQENIANFGGDPGSVTIFGESAGGESVSVLVLSPLAKNLFHRAISESGVALTVALVRKDMKAAAKQIAVLAGCKTTTSAVFVHCLRQKSEDELLDLTLKMKFLTLDFHGDQRESHPFLPTVVDGVLLPKMPEEILAEKDFNTVPYIVGINKQEFGWLLPTMMGFPLSEGKLDQKTATSLLWKSYPIANIPEELTPVATDKYLGGTDDPVKKKDLFLDLMGDVVFGVPSVTVARQHRDAGAPTYMYEFQYRPSFSSDKKPKTVIGDHGDEIFSVFGFPLLKGDAPEEEVSLSKTVMKFWA.... The pIC50 is 6.8. (2) The small molecule is CN(C/C=C/c1ccc(-c2ccccc2)cc1)Cc1cccc2cc[nH]c12.Cl. The target protein (Q8NUQ6) has sequence MKIAVIGAGVTGLAAAARIASQGHEVTIFEKNNNVGGRMNQLKKDGFTFDMGPTIVMMPDVYKDVFTACGKNYEDYIELRQLRYIYDVYFDHDDRITVPTDLAELQQMLESIEPGSTHGFMSFLTDVYKKYEIARRYFLERTYRKPSDFYNMTSLVQGAKLKTLNHADQLIEHYIDNEKIQKLLAFQTLYIGIDPKRGPSLYSIIPMIEMMFGVHFIKGGMYGMAQGLAQLNKDLGVNIELNAEIEQIIIDPKFKRADAIKVNGDIRKFDKILCTADFPSVAESLMPDFAPIKKYPPHKIADLDYSCSAFLMYIGIDIDVTDQVRLHNVIFSDDFRGNIEEIFEGRLSYDPSIYVYVPAVADKSLAPEGKTGIYVLMPTPELKTGSGIDWSDEALTQQIKEIIYRKLATIEVFEDIKSHIVSETIFTPNDFEQTYHAKFGSAFGLMPTLAQSNYYRPQNVSRDYKDLYFAGASTHPGAGVPIVLTSAKITVDEMIKDIEQ.... The pIC50 is 8.1.